Dataset: HIV replication inhibition screening data with 41,000+ compounds from the AIDS Antiviral Screen. Task: Binary Classification. Given a drug SMILES string, predict its activity (active/inactive) in a high-throughput screening assay against a specified biological target. (1) The drug is c1ccc(Nc2nnc(-c3ccccc3Nc3ccccc3-c3nnc(Nc4ccccc4)s3)s2)cc1. The result is 0 (inactive). (2) The molecule is O=P1(Cc2ccccc2)C(c2ccccc2)=C(O)C2CCCC21. The result is 0 (inactive). (3) The result is 0 (inactive). The drug is O=C(O)C1Cc2[nH]c3ccccc3c2C2CCCC12. (4) The drug is CCC1(OC(=O)C(N)CCCCN)C(=O)OCc2c1cc1n(c2=O)Cc2cc3ccccc3nc2-1.Cl. The result is 0 (inactive). (5) The drug is O=C(NCCCN1CCN(CCCNC(=O)c2cnc3ccccc3n2)CC1)c1cnc2ccccc2n1. The result is 0 (inactive).